This data is from Forward reaction prediction with 1.9M reactions from USPTO patents (1976-2016). The task is: Predict the product of the given reaction. (1) Given the reactants [Br:1]N1C(=O)CCC1=O.[Cl:9][C:10]1[CH:11]=[C:12]([C:16]2[C:21]3[N:22]([CH2:25][C@H:26]4[CH2:31][CH2:30][C@H:29]([CH3:32])[CH2:28][CH2:27]4)[CH:23]=[N:24][C:20]=3[CH:19]=[C:18]([C:33]#[N:34])[N:17]=2)[CH:13]=[N:14][CH:15]=1, predict the reaction product. The product is: [Br:1][C:23]1[N:22]([CH2:25][C@H:26]2[CH2:31][CH2:30][C@H:29]([CH3:32])[CH2:28][CH2:27]2)[C:21]2[C:16]([C:12]3[CH:13]=[N:14][CH:15]=[C:10]([Cl:9])[CH:11]=3)=[N:17][C:18]([C:33]#[N:34])=[CH:19][C:20]=2[N:24]=1. (2) Given the reactants [CH2:1]([C:3]1([CH2:18][CH3:19])[C:11]2[C:6](=[CH:7][CH:8]=[C:9]([NH:12][C:13](=[O:15])[CH3:14])[CH:10]=2)[N:5]([CH3:16])[C:4]1=[O:17])[CH3:2].[N+:20]([O-])([OH:22])=[O:21], predict the reaction product. The product is: [CH2:18]([C:3]1([CH2:1][CH3:2])[C:11]2[C:6](=[CH:7][C:8]([N+:20]([O-:22])=[O:21])=[C:9]([NH:12][C:13](=[O:15])[CH3:14])[CH:10]=2)[N:5]([CH3:16])[C:4]1=[O:17])[CH3:19].